This data is from Reaction yield outcomes from USPTO patents with 853,638 reactions. The task is: Predict the reaction yield, written as a fraction of the theoretical maximum amount of product (1.0 means a 100% yield; for example, 0.34 means a 34% yield). (1) The reactants are [CH3:1][C:2]1[C:6]([CH2:7][N:8]2[CH:12]=[C:11]([N:13]3[C:17](=[O:18])[CH2:16][NH:15][C:14]3=[O:19])[CH:10]=[N:9]2)=[C:5]([CH3:20])[O:4][N:3]=1.Br[CH2:22][C:23]1[CH:28]=[CH:27][CH:26]=[CH:25][C:24]=1[N+:29]([O-:31])=[O:30]. No catalyst specified. The product is [CH3:1][C:2]1[C:6]([CH2:7][N:8]2[CH:12]=[C:11]([N:13]3[C:17](=[O:18])[CH2:16][N:15]([CH2:22][C:23]4[CH:28]=[CH:27][CH:26]=[CH:25][C:24]=4[N+:29]([O-:31])=[O:30])[C:14]3=[O:19])[CH:10]=[N:9]2)=[C:5]([CH3:20])[O:4][N:3]=1. The yield is 0.220. (2) The reactants are [CH:1]1([C:4]2[C:5]([C:13](OC(C)(C)C)=[O:14])=[CH:6][C:7]3[N:8]([CH:10]=[N:11][N:12]=3)[CH:9]=2)[CH2:3][CH2:2]1.FC(F)(F)S(O)(=O)=O.C(C1NC=CN=1)(C1NC=CN=1)=O.[BH4-].[Na+].Cl.[OH-].[Na+]. The catalyst is ClCCl.O1CCCC1. The product is [CH:1]1([C:4]2[C:5]([CH2:13][OH:14])=[CH:6][C:7]3[N:8]([CH:10]=[N:11][N:12]=3)[CH:9]=2)[CH2:3][CH2:2]1. The yield is 0.380. (3) The reactants are [CH3:1][C:2]([C:11]1[S:12][C:13]([C:16]2[CH:21]=[C:20]([NH:22][C:23]3[N:28]=[C:27]([C:29]([F:32])([F:31])[F:30])[CH:26]=[CH:25][N:24]=3)[CH:19]=[C:18]([CH3:33])[CH:17]=2)=[CH:14][N:15]=1)([CH3:10])[C:3]([O:5]CCCC)=[O:4].Cl. The catalyst is O1CCOCC1.CCOCC. The product is [CH3:10][C:2]([C:11]1[S:12][C:13]([C:16]2[CH:21]=[C:20]([NH:22][C:23]3[N:28]=[C:27]([C:29]([F:31])([F:32])[F:30])[CH:26]=[CH:25][N:24]=3)[CH:19]=[C:18]([CH3:33])[CH:17]=2)=[CH:14][N:15]=1)([CH3:1])[C:3]([OH:5])=[O:4]. The yield is 0.980.